Dataset: Reaction yield outcomes from USPTO patents with 853,638 reactions. Task: Predict the reaction yield, written as a fraction of the theoretical maximum amount of product (1.0 means a 100% yield; for example, 0.34 means a 34% yield). (1) The catalyst is CN(C=O)C. The yield is 1.00. The reactants are [Cl:1][C:2]1[N:3]=[C:4](Cl)[C:5]2[S:10][CH:9]=[C:8]([CH3:11])[C:6]=2[N:7]=1.[CH2:13]([NH2:22])[CH2:14][CH2:15][CH2:16][CH2:17][CH2:18][CH2:19][CH2:20][CH3:21]. The product is [Cl:1][C:2]1[N:3]=[C:4]([NH:22][CH2:13][CH2:14][CH2:15][CH2:16][CH2:17][CH2:18][CH2:19][CH2:20][CH3:21])[C:5]2[S:10][CH:9]=[C:8]([CH3:11])[C:6]=2[N:7]=1. (2) The reactants are [Cl:1][C:2]1[N:10]([CH2:11][CH:12]=[CH2:13])[C:9]2[C:8](=[O:14])[NH:7][C:6](=[O:15])[NH:5][C:4]=2[N:3]=1.I[CH2:17][CH3:18].C([O-])([O-])=O.[Na+].[Na+]. The catalyst is CN(C=O)C. The product is [Cl:1][C:2]1[N:10]([CH2:11][CH:12]=[CH2:13])[C:9]2[C:8](=[O:14])[NH:7][C:6](=[O:15])[N:5]([CH2:17][CH3:18])[C:4]=2[N:3]=1. The yield is 0.750.